Dataset: Full USPTO retrosynthesis dataset with 1.9M reactions from patents (1976-2016). Task: Predict the reactants needed to synthesize the given product. Given the product [CH3:2][N:3]([CH3:10])[CH2:4][CH2:5][CH2:6][C:7]([NH:59][C:56]1[S:57][C:58]2[C:50]([CH:45]3[CH2:46][O:47][CH2:48][CH2:49][O:44]3)=[CH:51][CH:52]=[C:53]([O:60][CH3:61])[C:54]=2[N:55]=1)=[O:8], predict the reactants needed to synthesize it. The reactants are: Cl.[CH3:2][N:3]([CH3:10])[CH2:4][CH2:5][CH2:6][C:7](O)=[O:8].CN(C(ON1N=NC2C=CC=NC1=2)=[N+](C)C)C.F[P-](F)(F)(F)(F)F.C(N(C(C)C)C(C)C)C.[O:44]1[CH2:49][CH2:48][O:47][CH2:46][CH:45]1[C:50]1[C:58]2[S:57][C:56]([NH2:59])=[N:55][C:54]=2[C:53]([O:60][CH3:61])=[CH:52][CH:51]=1.